The task is: Regression/Classification. Given a drug SMILES string, predict its absorption, distribution, metabolism, or excretion properties. Task type varies by dataset: regression for continuous measurements (e.g., permeability, clearance, half-life) or binary classification for categorical outcomes (e.g., BBB penetration, CYP inhibition). Dataset: cyp2c19_veith.. This data is from CYP2C19 inhibition data for predicting drug metabolism from PubChem BioAssay. (1) The compound is COc1cccc(-c2nccc(NC3CCNCC3)n2)c1. The result is 0 (non-inhibitor). (2) The compound is COc1ccc(-c2csc(-n3ncc(-c4cccs4)c3N)n2)cc1. The result is 0 (non-inhibitor). (3) The result is 0 (non-inhibitor). The compound is CN=C(NC#N)Nc1ccc(C2=NNC(=O)C[C@@H]2C)cc1.